From a dataset of Reaction yield outcomes from USPTO patents with 853,638 reactions. Predict the reaction yield, written as a fraction of the theoretical maximum amount of product (1.0 means a 100% yield; for example, 0.34 means a 34% yield). The product is [CH3:43][O:42][C:17]1[CH:16]=[C:15]([P:11]2(=[O:14])[CH2:10][CH2:9][NH:8][CH2:13][CH2:12]2)[CH:20]=[CH:19][C:18]=1[NH:21][C:22]1[N:27]=[C:26]([NH:28][C:29]2[CH:34]=[CH:33][CH:32]=[CH:31][C:30]=2[S:35]([CH:38]([CH3:40])[CH3:39])(=[O:37])=[O:36])[CH:25]=[CH:24][N:23]=1. The yield is 0.420. The reactants are C([N:8]1[CH2:13][CH2:12][P:11]([C:15]2[CH:20]=[CH:19][C:18]([NH:21][C:22]3[N:27]=[C:26]([NH:28][C:29]4[CH:34]=[CH:33][CH:32]=[CH:31][C:30]=4[S:35]([CH:38]([CH3:40])[CH3:39])(=[O:37])=[O:36])[C:25](Cl)=[CH:24][N:23]=3)=[C:17]([O:42][CH3:43])[CH:16]=2)(=[O:14])[CH2:10][CH2:9]1)C1C=CC=CC=1.C([O-])=O.[NH4+]. The catalyst is [Pd].